This data is from Catalyst prediction with 721,799 reactions and 888 catalyst types from USPTO. The task is: Predict which catalyst facilitates the given reaction. (1) Reactant: C([O:3][C:4](=[O:36])[C:5]([CH3:35])([O:7][C:8]1[CH:13]=[CH:12][C:11]([O:14][CH2:15][CH2:16][C:17]2[C:18]([CH3:33])=[N:19][C:20]([C:23]3[CH:28]=[CH:27][C:26]([C:29]([F:32])([F:31])[F:30])=[CH:25][CH:24]=3)=[CH:21][CH:22]=2)=[CH:10][C:9]=1[CH3:34])[CH3:6])C.[OH-].[Na+]. Product: [CH3:35][C:5]([O:7][C:8]1[CH:13]=[CH:12][C:11]([O:14][CH2:15][CH2:16][C:17]2[C:18]([CH3:33])=[N:19][C:20]([C:23]3[CH:24]=[CH:25][C:26]([C:29]([F:31])([F:32])[F:30])=[CH:27][CH:28]=3)=[CH:21][CH:22]=2)=[CH:10][C:9]=1[CH3:34])([CH3:6])[C:4]([OH:36])=[O:3]. The catalyst class is: 242. (2) Reactant: [Cl:1][C:2]1[CH:3]=[CH:4][C:5]2[N:6]([C:8]([NH2:11])=[CH:9][N:10]=2)[N:7]=1.[Br:12][CH2:13][CH2:14][CH2:15][C:16](Cl)=[O:17].N1C=CC=CC=1. The catalyst class is: 49. Product: [Br:12][CH2:13][CH2:14][CH2:15][C:16]([NH:11][C:8]1[N:6]2[N:7]=[C:2]([Cl:1])[CH:3]=[CH:4][C:5]2=[N:10][CH:9]=1)=[O:17]. (3) Product: [CH:26]([C:23]1[C:21]2=[N:22][C:17]([C:15]([NH:14][C:9]3[CH:10]=[N:11][CH:12]=[CH:13][C:8]=3[N:6]3[CH2:7][C@H:2]([CH3:1])[CH2:3][C@H:4]([NH:29][C:30](=[O:36])[O:31][C:32]([CH3:33])([CH3:34])[CH3:35])[CH2:5]3)=[O:16])=[CH:18][CH:19]=[C:20]2[O:25][CH:24]=1)([CH3:28])[CH3:27]. Reactant: [CH3:1][C@H:2]1[CH2:7][N:6]([C:8]2[CH:13]=[CH:12][N:11]=[CH:10][C:9]=2[NH:14][C:15]([C:17]2[N:22]=[C:21]3[C:23]([C:26]([CH3:28])=[CH2:27])=[CH:24][O:25][C:20]3=[CH:19][CH:18]=2)=[O:16])[CH2:5][C@@H:4]([NH:29][C:30](=[O:36])[O:31][C:32]([CH3:35])([CH3:34])[CH3:33])[CH2:3]1. The catalyst class is: 19. (4) Product: [O:1]1[CH2:6][CH2:5][CH:4]([CH2:7][C:8]([O:10][CH2:11][CH3:12])=[O:9])[CH2:3][CH2:2]1. The catalyst class is: 29. Reactant: [O:1]1[CH2:6][CH2:5][C:4](=[CH:7][C:8]([O:10][CH2:11][CH3:12])=[O:9])[CH2:3][CH2:2]1. (5) Reactant: [Cl-].[C:2]1(C)[CH:7]=[CH:6][C:5]([S:8]([O-:11])(=[O:10])=O)=[CH:4][CH:3]=1.[NH+:13]1C=CC=C[CH:14]=1.CCN(C(C)C)C(C)C.FC(F)(F)S(OS(C(F)(F)F)(=O)=O)(=O)=O.[O-]S(C(F)(F)F)(=O)=O.CCN(C(C)C)C(C)C. Product: [S:8]1(=[O:10])(=[O:11])[C:5]2[CH:6]=[CH:7][CH:2]=[CH:3][C:4]=2[CH:14]=[N:13]1. The catalyst class is: 100. (6) Reactant: [CH3:1][O:2][C:3]1[CH:4]=[C:5]([CH:9]=[CH:10][C:11]=1[B:12]1[O:16][C:15]([CH3:18])([CH3:17])[C:14]([CH3:20])([CH3:19])[O:13]1)[C:6](Cl)=[O:7].[F:21][C:22]([F:31])([F:30])[C:23]1[CH:28]=[CH:27][N:26]=[C:25]([NH2:29])[CH:24]=1. Product: [CH3:1][O:2][C:3]1[CH:4]=[C:5]([CH:9]=[CH:10][C:11]=1[B:12]1[O:16][C:15]([CH3:18])([CH3:17])[C:14]([CH3:20])([CH3:19])[O:13]1)[C:6]([NH:29][C:25]1[CH:24]=[C:23]([C:22]([F:30])([F:21])[F:31])[CH:28]=[CH:27][N:26]=1)=[O:7]. The catalyst class is: 1.